Dataset: Catalyst prediction with 721,799 reactions and 888 catalyst types from USPTO. Task: Predict which catalyst facilitates the given reaction. Reactant: [Br:1][C:2]1[CH:3]=[C:4]([SH:8])[CH:5]=[CH:6][CH:7]=1.[CH3:9][O:10][CH:11]([O:14][CH3:15])[CH2:12]Br.C(=O)([O-])[O-].[K+].[K+]. Product: [Br:1][C:2]1[CH:7]=[CH:6][CH:5]=[C:4]([S:8][CH2:12][CH:11]([O:14][CH3:15])[O:10][CH3:9])[CH:3]=1. The catalyst class is: 21.